Dataset: Forward reaction prediction with 1.9M reactions from USPTO patents (1976-2016). Task: Predict the product of the given reaction. (1) Given the reactants [Br:1][C:2]1[CH:3]=[C:4]2[C:9](=[CH:10][CH:11]=1)[N:8]=[C:7](Cl)[N:6]=[CH:5]2.[NH2:13][CH2:14][CH2:15][C:16]1[CH:21]=[CH:20][CH:19]=[CH:18][N:17]=1, predict the reaction product. The product is: [Br:1][C:2]1[CH:3]=[C:4]2[C:9](=[CH:10][CH:11]=1)[N:8]=[C:7]([NH:13][CH2:14][CH2:15][C:16]1[CH:21]=[CH:20][CH:19]=[CH:18][N:17]=1)[N:6]=[CH:5]2. (2) Given the reactants [Br:1][C:2]1[C:3]([CH3:18])=[C:4]([NH:8][C:9](=O)[C:10]2[CH:15]=[CH:14][CH:13]=[CH:12][C:11]=2[F:16])[CH:5]=[CH:6][CH:7]=1.COC1C=CC(P2(=S)SP(=S)(C3C=CC(OC)=CC=3)[S:28]2)=CC=1, predict the reaction product. The product is: [Br:1][C:2]1[C:3]([CH3:18])=[C:4]([NH:8][C:9](=[S:28])[C:10]2[CH:15]=[CH:14][CH:13]=[CH:12][C:11]=2[F:16])[CH:5]=[CH:6][CH:7]=1. (3) The product is: [NH2:11][C:12]1[CH:19]=[CH:18][CH:17]=[C:16]([O:10][C@H:7]2[CH2:8][CH2:9][C@H:4]([CH3:3])[CH2:5][CH2:6]2)[C:13]=1[C:14]#[N:15]. Given the reactants [H-].[Na+].[CH3:3][C@H:4]1[CH2:9][CH2:8][C@H:7]([OH:10])[CH2:6][CH2:5]1.[NH2:11][C:12]1[CH:19]=[CH:18][CH:17]=[C:16](F)[C:13]=1[C:14]#[N:15].[NH4+].[Cl-], predict the reaction product. (4) Given the reactants [NH2:1][C:2]1[N:7]=[C:6]([C:8]2[CH:13]=[CH:12][C:11]([S:14]([CH3:16])=[O:15])=[CH:10][CH:9]=2)[C:5]([C:17]2[CH:18]=[CH:19][C:20](=[O:26])[N:21]([CH:23]([CH3:25])[CH3:24])[N:22]=2)=[C:4](SC)[N:3]=1.[CH3:29][O-:30].[Na+], predict the reaction product. The product is: [NH2:1][C:2]1[N:3]=[C:4]([O:30][CH3:29])[C:5]([C:17]2[CH:18]=[CH:19][C:20](=[O:26])[N:21]([CH:23]([CH3:25])[CH3:24])[N:22]=2)=[C:6]([C:8]2[CH:13]=[CH:12][C:11]([S:14]([CH3:16])=[O:15])=[CH:10][CH:9]=2)[N:7]=1.